This data is from Forward reaction prediction with 1.9M reactions from USPTO patents (1976-2016). The task is: Predict the product of the given reaction. (1) Given the reactants [C:1]1(B(O)O)[CH:6]=[CH:5][CH:4]=[CH:3][CH:2]=1.Cl[C:11]1[N:16]=[C:15]([NH2:17])[N:14]=[C:13]([NH:18][CH2:19][CH2:20][C:21]2[CH:26]=[CH:25][CH:24]=[CH:23][CH:22]=2)[CH:12]=1, predict the reaction product. The product is: [C:1]1([C:11]2[N:16]=[C:15]([NH2:17])[N:14]=[C:13]([NH:18][CH2:19][CH2:20][C:21]3[CH:22]=[CH:23][CH:24]=[CH:25][CH:26]=3)[CH:12]=2)[CH:6]=[CH:5][CH:4]=[CH:3][CH:2]=1. (2) The product is: [C:1]([O:5][C:6](=[O:22])[NH:7][C:8]1[CH:13]=[C:12]([O:14][CH2:15][CH3:16])[C:11]([C:17]([F:20])([F:19])[F:18])=[CH:10][C:9]=1[NH:21][C:28](=[O:27])[CH2:29][C:30]([C:32]1[CH:37]=[CH:36][CH:35]=[C:34]([C:38]2[CH:39]=[N:40][C:41]([CH3:44])=[CH:42][CH:43]=2)[CH:33]=1)=[O:31])([CH3:2])([CH3:3])[CH3:4]. Given the reactants [C:1]([O:5][C:6](=[O:22])[NH:7][C:8]1[CH:13]=[C:12]([O:14][CH2:15][CH3:16])[C:11]([C:17]([F:20])([F:19])[F:18])=[CH:10][C:9]=1[NH2:21])([CH3:4])([CH3:3])[CH3:2].C([O:27][C:28](=O)[CH2:29][C:30]([C:32]1[CH:37]=[CH:36][CH:35]=[C:34]([C:38]2[CH:39]=[N:40][C:41]([CH3:44])=[CH:42][CH:43]=2)[CH:33]=1)=[O:31])(C)(C)C, predict the reaction product. (3) Given the reactants [Cl-].[Cl-].[Cl-].[Al+3].[Br:5][C:6]1[CH:7]=[C:8]2[CH:14]=[CH:13][NH:12][C:9]2=[N:10][CH:11]=1.[C:15](Cl)(=[O:17])[CH3:16], predict the reaction product. The product is: [Br:5][C:6]1[CH:7]=[C:8]2[C:14]([C:15](=[O:17])[CH3:16])=[CH:13][NH:12][C:9]2=[N:10][CH:11]=1. (4) Given the reactants [Cl:1][C:2]1[CH:3]=[C:4]([C:8]2[N:13]=[C:12]([C:14]([OH:16])=O)[CH:11]=[CH:10][CH:9]=2)[CH:5]=[CH:6][CH:7]=1.[O:17]1[CH2:22][CH2:21][CH2:20][CH:19]([NH2:23])[CH2:18]1, predict the reaction product. The product is: [O:17]1[CH2:22][CH2:21][CH2:20][CH:19]([NH:23][C:14]([C:12]2[CH:11]=[CH:10][CH:9]=[C:8]([C:4]3[CH:5]=[CH:6][CH:7]=[C:2]([Cl:1])[CH:3]=3)[N:13]=2)=[O:16])[CH2:18]1. (5) The product is: [CH3:33][N:28]([CH3:27])[CH2:29][CH2:30][CH2:31][NH:35][C:23]([C:22]1[C:16]2[N:15]=[C:14]([CH2:13][N:2]([CH3:1])[CH:3]3[C:12]4[N:11]=[CH:10][CH:9]=[CH:8][C:7]=4[CH2:6][CH2:5][CH2:4]3)[NH:18][C:17]=2[CH:19]=[CH:20][CH:21]=1)=[O:25]. Given the reactants [CH3:1][N:2]([CH2:13][C:14]1[NH:18][C:17]2[CH:19]=[CH:20][CH:21]=[C:22]([C:23]([O:25]C)=O)[C:16]=2[N:15]=1)[CH:3]1[C:12]2[N:11]=[CH:10][CH:9]=[CH:8][C:7]=2[CH2:6][CH2:5][CH2:4]1.[CH3:27][N:28]([CH3:33])[CH2:29][CH:30](N)[CH3:31].C[N:35](C)C=O, predict the reaction product.